This data is from Reaction yield outcomes from USPTO patents with 853,638 reactions. The task is: Predict the reaction yield, written as a fraction of the theoretical maximum amount of product (1.0 means a 100% yield; for example, 0.34 means a 34% yield). (1) The reactants are [CH3:1][O:2][C:3]1[CH:9]=[C:8]([B:10]2[O:14][C:13]([CH3:16])([CH3:15])[C:12]([CH3:18])([CH3:17])[O:11]2)[CH:7]=[CH:6][C:4]=1[NH2:5].[CH3:19][C:20]([O:23][C:24](O[C:24]([O:23][C:20]([CH3:22])([CH3:21])[CH3:19])=[O:25])=[O:25])([CH3:22])[CH3:21]. The catalyst is C1(C)C=CC=CC=1. The product is [CH3:1][O:2][C:3]1[CH:9]=[C:8]([B:10]2[O:14][C:13]([CH3:16])([CH3:15])[C:12]([CH3:18])([CH3:17])[O:11]2)[CH:7]=[CH:6][C:4]=1[NH:5][C:24](=[O:25])[O:23][C:20]([CH3:22])([CH3:21])[CH3:19]. The yield is 1.00. (2) The reactants are C[C@@H]1O[C@@H](OC(C[C@H](CC(O[C@H](CC(O[C@@H:37]2[C@@H:44]([C:45]([OH:47])=[O:46])[N:43]([CH3:48])[C:41](=[O:42])[C@H:40]([C@H:49]([O:65][C@@H:66]3[O:70][C@H:69]([CH2:71][NH2:72])[C@@H:68]([OH:73])[C@H:67]3[OH:74])[C@H:50]3[O:54][C@@H:53]([N:55]4[C:61](=[O:62])[NH:60][C:58](=[O:59])[CH:57]=[CH:56]4)[C@H:52]([OH:63])[C@@H:51]3[OH:64])[N:39]([CH3:75])[CH2:38]2)=O)CCCCCCCCCCCC(C)C)=O)C)=O)[C@H](OC)[C@H](OC)[C@H]1OC. The catalyst is C(O)(=O)C. The product is [CH3:75][N:39]1[C@@H:40]([CH:49]([O:65][C@@H:66]2[O:70][C@H:69]([CH2:71][NH2:72])[C@@H:68]([OH:73])[C@H:67]2[OH:74])[C@H:50]2[O:54][C@@H:53]([N:55]3[C:61](=[O:62])[NH:60][C:58](=[O:59])[CH:57]=[CH:56]3)[C@H:52]([OH:63])[C@@H:51]2[OH:64])[C:41](=[O:42])[N:43]([CH3:48])[C:44]([C:45]([OH:47])=[O:46])=[CH:37][CH2:38]1. The yield is 0.990. (3) The yield is 1.00. The reactants are [CH:1]1([C:4]2[N:31]=[C:7]3[NH:8][C:9](=[O:30])[C:10]([CH2:15][C:16]4[CH:21]=[CH:20][C:19]([C:22]5[C:23]([C:28]#[N:29])=[CH:24][CH:25]=[CH:26][CH:27]=5)=[CH:18][CH:17]=4)=[C:11]([CH2:12][CH2:13][CH3:14])[N:6]3[N:5]=2)[CH2:3][CH2:2]1.CI.[C:34](=O)([O-])[O-].[K+].[K+].CN(C)C=O. The product is [CH:1]1([C:4]2[N:31]=[C:7]3[N:8]([CH3:34])[C:9](=[O:30])[C:10]([CH2:15][C:16]4[CH:21]=[CH:20][C:19]([C:22]5[C:23]([C:28]#[N:29])=[CH:24][CH:25]=[CH:26][CH:27]=5)=[CH:18][CH:17]=4)=[C:11]([CH2:12][CH2:13][CH3:14])[N:6]3[N:5]=2)[CH2:2][CH2:3]1. The catalyst is C(OCC)(=O)C.